From a dataset of Reaction yield outcomes from USPTO patents with 853,638 reactions. Predict the reaction yield, written as a fraction of the theoretical maximum amount of product (1.0 means a 100% yield; for example, 0.34 means a 34% yield). (1) The reactants are [CH3:1][O:2][C:3]1[CH:4]=[C:5]2[C:10](=[CH:11][C:12]=1[O:13][CH3:14])[N:9]=[CH:8][CH:7]=[C:6]2[O:15][C:16]1[C:22]([CH3:23])=[CH:21][C:19]([NH2:20])=[C:18]([CH3:24])[CH:17]=1.[C:25]1(C)C=CC=CC=1.C(N([CH2:37][CH3:38])CC)C.ClC(Cl)(O[C:43](=[O:49])[O:44][C:45](Cl)(Cl)Cl)Cl.COC1C=[C:55]([CH:58]=[C:59]([O:61][CH3:62])C=1)[CH2:56][OH:57]. The catalyst is C(Cl)Cl. The product is [CH3:1][O:2][C:3]1[CH:4]=[C:5]2[C:10](=[CH:11][C:12]=1[O:13][CH3:14])[N:9]=[CH:8][CH:7]=[C:6]2[O:15][C:16]1[C:22]([CH3:23])=[CH:21][C:19]([NH:20][C:43](=[O:49])[O:44][CH2:45][C:38]2[CH:37]=[C:59]([O:61][CH3:62])[CH:58]=[CH:55][C:56]=2[O:57][CH3:25])=[C:18]([CH3:24])[CH:17]=1. The yield is 0.600. (2) The reactants are [CH2:1]([O:8][C:9](=[O:28])[C@H:10]([CH2:23][CH2:24][CH2:25][CH2:26]O)[N:11]([C:13]([O:15][CH2:16][C:17]1[CH:22]=[CH:21][CH:20]=[CH:19][CH:18]=1)=[O:14])[CH3:12])[C:2]1[CH:7]=[CH:6][CH:5]=[CH:4][CH:3]=1.FC(F)(F)S(OS(C(F)(F)F)(=O)=O)(=O)=O.[O-]S(C(F)(F)F)(=O)=O.[CH2:52]([NH2:59])[C:53]1[CH:58]=[CH:57][CH:56]=[CH:55][CH:54]=1. The catalyst is ClCCl.CCOCC.C(N(CC)CC)C. The product is [CH2:1]([O:8][C:9](=[O:28])[C@H:10]([CH2:23][CH2:24][CH2:25][CH2:26][NH:59][CH2:52][C:53]1[CH:58]=[CH:57][CH:56]=[CH:55][CH:54]=1)[N:11]([C:13]([O:15][CH2:16][C:17]1[CH:22]=[CH:21][CH:20]=[CH:19][CH:18]=1)=[O:14])[CH3:12])[C:2]1[CH:7]=[CH:6][CH:5]=[CH:4][CH:3]=1. The yield is 0.780. (3) The reactants are [Br:1][C:2]1[CH:7]=[CH:6][C:5]([C:8]([C:22]#[N:23])([CH3:21])[CH2:9]OS(C2C=CC(C)=CC=2)(=O)=O)=[CH:4][CH:3]=1.[H-].[Al+3].[Li+].[H-].[H-].[H-]. The catalyst is O1CCCC1. The product is [Br:1][C:2]1[CH:3]=[CH:4][C:5]([C:8]2([CH3:9])[CH2:21][NH:23][CH2:22]2)=[CH:6][CH:7]=1. The yield is 0.700.